This data is from Full USPTO retrosynthesis dataset with 1.9M reactions from patents (1976-2016). The task is: Predict the reactants needed to synthesize the given product. The reactants are: CC(C)([O-])C.[Na+].Br[CH2:8][CH2:9][CH2:10][CH2:11][CH2:12]Br.[I:14][C:15]1[CH:20]=[CH:19][C:18]([CH2:21][C:22]#[N:23])=[CH:17][CH:16]=1.Cl. Given the product [I:14][C:15]1[CH:20]=[CH:19][C:18]([C:21]2([C:22]#[N:23])[CH2:12][CH2:11][CH2:10][CH2:9][CH2:8]2)=[CH:17][CH:16]=1, predict the reactants needed to synthesize it.